From a dataset of Forward reaction prediction with 1.9M reactions from USPTO patents (1976-2016). Predict the product of the given reaction. (1) Given the reactants [NH2:1][C:2]1[CH:3]=[C:4]2[C:17](=[CH:18][C:19]=1[N+:20]([O-])=O)[CH2:16][C@:6]1([C:14]3[C:9](=[N:10][CH:11]=[CH:12][CH:13]=3)[NH:8][C:7]1=[O:15])[CH2:5]2.[O:23]=[C:24]1[N:28]2[CH2:29][C:30](=[O:36])[NH:31][C:32]3[CH:33]=[CH:34][CH:35]=[C:26]([C:27]=32)[N:25]1[CH2:37][C:38]([O-])=O.[Na+].F[P-](F)(F)(F)(F)F.N1(O[P+](N(C)C)(N(C)C)N(C)C)C2C=CC=CC=2N=N1.C(N(CC)C(C)C)(C)C, predict the reaction product. The product is: [O:15]=[C:7]1[NH:8][C:9]2=[N:10][CH:11]=[CH:12][CH:13]=[C:14]2[C:6]21[CH2:5][C:4]1[C:17](=[CH:18][C:19]3[N:20]=[C:38]([CH2:37][N:25]4[C:26]5[C:27]6[N:28]([CH2:29][C:30](=[O:36])[NH:31][C:32]=6[CH:33]=[CH:34][CH:35]=5)[C:24]4=[O:23])[NH:1][C:2]=3[CH:3]=1)[CH2:16]2. (2) Given the reactants Cl.[C:2]1([S:8]([N:11]2[CH2:16][CH2:15][NH:14][CH2:13][CH2:12]2)(=[O:10])=[O:9])[CH:7]=[CH:6][CH:5]=[CH:4][CH:3]=1.[Br:17][C:18]1[CH:19]=[N:20][C:21](Cl)=[N:22][CH:23]=1.O1CCOCC1.C(N(CC)CC)C, predict the reaction product. The product is: [Br:17][C:18]1[CH:19]=[N:20][C:21]([N:14]2[CH2:15][CH2:16][N:11]([S:8]([C:2]3[CH:7]=[CH:6][CH:5]=[CH:4][CH:3]=3)(=[O:10])=[O:9])[CH2:12][CH2:13]2)=[N:22][CH:23]=1. (3) Given the reactants [Cl:1][C:2]1[CH:8]=[C:7]([O:9][C:10]2[C:11]3[N:18]([CH3:19])[CH:17]=[CH:16][C:12]=3[N:13]=[CH:14][N:15]=2)[CH:6]=[CH:5][C:3]=1[NH2:4].C(N(CC)CC)C.[F:27][C:28]1([F:43])[O:33][C:32]2[CH:34]=[CH:35][C:36]([N:38]=[C:39]=[O:40])=[CH:37][C:31]=2[C:30]([F:42])([F:41])[O:29]1, predict the reaction product. The product is: [Cl:1][C:2]1[CH:8]=[C:7]([O:9][C:10]2[C:11]3[N:18]([CH3:19])[CH:17]=[CH:16][C:12]=3[N:13]=[CH:14][N:15]=2)[CH:6]=[CH:5][C:3]=1[NH:4][C:39]([NH:38][C:36]1[CH:35]=[CH:34][C:32]2[O:33][C:28]([F:43])([F:27])[O:29][C:30]([F:41])([F:42])[C:31]=2[CH:37]=1)=[O:40]. (4) Given the reactants [N:1]([C@H:4]([CH:6]([CH3:8])[CH3:7])[CH3:5])=[C:2]=[O:3].Cl.[CH3:10][N:11]1[CH2:16][CH2:15][N:14]([C:17]2[CH:22]=[C:21]([C:23]3[CH:32]=[C:31]4[C:26]([CH2:27][CH2:28][NH:29][CH2:30]4)=[CH:25][CH:24]=3)[N:20]=[C:19]([NH2:33])[N:18]=2)[CH2:13][CH2:12]1, predict the reaction product. The product is: [NH2:33][C:19]1[N:20]=[C:21]([C:23]2[CH:32]=[C:31]3[C:26]([CH2:27][CH2:28][N:29]([C:2]([NH:1][C@@H:4]([CH3:5])[CH:6]([CH3:8])[CH3:7])=[O:3])[CH2:30]3)=[CH:25][CH:24]=2)[CH:22]=[C:17]([N:14]2[CH2:13][CH2:12][N:11]([CH3:10])[CH2:16][CH2:15]2)[N:18]=1. (5) Given the reactants [C:1]([O:5][C:6]([N:8]([CH3:14])[C@@H:9]([CH3:13])[C:10]([OH:12])=O)=[O:7])([CH3:4])([CH3:3])[CH3:2].C(Cl)CCl.N1C2C(=NC=CC=2)N(O)N=1.[NH2:29][C@@H:30]([C:65]([CH3:68])([CH3:67])[CH3:66])[C:31]([N:33]1[C@H:42]([C:43]([N:45]([CH2:54][C:55]2[CH:64]=[CH:63][C:58]([C:59]([O:61][CH3:62])=[O:60])=[CH:57][CH:56]=2)[CH2:46][CH2:47][C:48]2[CH:53]=[CH:52][CH:51]=[CH:50][CH:49]=2)=[O:44])[CH2:41][C:40]2[C:35](=[CH:36][CH:37]=[CH:38][CH:39]=2)[CH2:34]1)=[O:32].C(O)(C(F)(F)F)=O.CN1CCOCC1, predict the reaction product. The product is: [C:1]([O:5][C:6]([N:8]([CH3:14])[C@@H:9]([CH3:13])[C:10]([NH:29][C@@H:30]([C:65]([CH3:68])([CH3:67])[CH3:66])[C:31]([N:33]1[C@H:42]([C:43]([N:45]([CH2:54][C:55]2[CH:56]=[CH:57][C:58]([C:59]([O:61][CH3:62])=[O:60])=[CH:63][CH:64]=2)[CH2:46][CH2:47][C:48]2[CH:53]=[CH:52][CH:51]=[CH:50][CH:49]=2)=[O:44])[CH2:41][C:40]2[C:35](=[CH:36][CH:37]=[CH:38][CH:39]=2)[CH2:34]1)=[O:32])=[O:12])=[O:7])([CH3:2])([CH3:3])[CH3:4]. (6) Given the reactants [OH:1][C@@H:2]1[CH2:5][C@H:4]([CH2:6][NH:7][C:8](=[O:14])[O:9][C:10]([CH3:13])([CH3:12])[CH3:11])[CH2:3]1.C(N(CC)CC)C.[CH3:22][S:23](Cl)(=[O:25])=[O:24].O, predict the reaction product. The product is: [CH3:22][S:23]([O:1][C@H:2]1[CH2:5][C@@H:4]([CH2:6][NH:7][C:8]([O:9][C:10]([CH3:11])([CH3:13])[CH3:12])=[O:14])[CH2:3]1)(=[O:25])=[O:24].